This data is from Catalyst prediction with 721,799 reactions and 888 catalyst types from USPTO. The task is: Predict which catalyst facilitates the given reaction. (1) Reactant: [CH3:1][O:2][C:3]([NH:5][C@@H:6]([CH:10]([CH3:12])[CH3:11])[C:7](O)=[O:8])=[O:4].CN(C(ON1N=NC2C=CC=NC1=2)=[N+](C)C)C.F[P-](F)(F)(F)(F)F.[Br:37][C:38]1[CH:51]=[CH:50][C:41]2[NH:42][C:43]([C@@H:45]3[CH2:49][CH2:48][CH2:47][NH:46]3)=[N:44][C:40]=2[CH:39]=1.CCN(C(C)C)C(C)C. Product: [Br:37][C:38]1[CH:51]=[CH:50][C:41]2[NH:42][C:43]([C@@H:45]3[CH2:49][CH2:48][CH2:47][N:46]3[C:7](=[O:8])[C@@H:6]([NH:5][C:3](=[O:4])[O:2][CH3:1])[CH:10]([CH3:12])[CH3:11])=[N:44][C:40]=2[CH:39]=1. The catalyst class is: 163. (2) Reactant: [C:1]([C:3]1[CH:8]=[CH:7][C:6]([N:9]2[C:13](=[O:14])[C:12]([CH3:16])([CH3:15])[N:11]([CH2:17][CH2:18][CH2:19][C:20]([OH:22])=O)[C:10]2=[S:23])=[CH:5][C:4]=1[C:24]([F:27])([F:26])[F:25])#[N:2].C(Cl)CCl.C1C=CC2N(O)N=NC=2C=1.[C:42]12([CH2:52][C:53]([NH:55][CH2:56][CH2:57][O:58][CH2:59][CH2:60][NH2:61])=[O:54])[CH2:51][CH:46]3[CH2:47][CH:48]([CH2:50][CH:44]([CH2:45]3)[CH2:43]1)[CH2:49]2. Product: [C:42]12([CH2:52][C:53]([NH:55][CH2:56][CH2:57][O:58][CH2:59][CH2:60][NH:61][C:20](=[O:22])[CH2:19][CH2:18][CH2:17][N:11]3[C:12]([CH3:15])([CH3:16])[C:13](=[O:14])[N:9]([C:6]4[CH:7]=[CH:8][C:3]([C:1]#[N:2])=[C:4]([C:24]([F:27])([F:25])[F:26])[CH:5]=4)[C:10]3=[S:23])=[O:54])[CH2:49][CH:48]3[CH2:47][CH:46]([CH2:45][CH:44]([CH2:50]3)[CH2:43]1)[CH2:51]2. The catalyst class is: 4. (3) Reactant: [C:1]([OH:10])(=[O:9])[C@@H:2]([C@H:4]([C:6]([OH:8])=[O:7])[OH:5])[OH:3].[N:11]1[C:20]2[CH:19]=[C:18]3[CH2:21][CH2:22][NH:23][CH2:24][CH2:25][C:17]3=[CH:16][C:15]=2[N:14]=[CH:13][CH:12]=1. Product: [C:6]([C@@H:4]([C@H:2]([C:1]([O-:10])=[O:9])[OH:3])[OH:5])([O-:8])=[O:7].[N:11]1[C:20]2[CH:19]=[C:18]3[CH2:21][CH2:22][NH2+:23][CH2:24][CH2:25][C:17]3=[CH:16][C:15]=2[N:14]=[CH:13][CH:12]=1.[N:11]1[C:1]2[CH:17]=[C:18]3[CH2:21][CH2:22][NH2+:23][CH2:24][CH2:25][C:6]3=[CH:4][C:2]=2[N:14]=[CH:13][CH:12]=1. The catalyst class is: 8. (4) Reactant: Cl[C:2]1[C:11]2[C:6](=[CH:7][CH:8]=[CH:9][CH:10]=2)[N:5]=[C:4]([C:12]([F:15])([F:14])[F:13])[C:3]=1[N+:16]([O-:18])=[O:17].[NH2:19][CH2:20][CH2:21][CH:22]1[CH2:27][CH2:26][N:25]([C:28]([O:30][C:31]([CH3:34])([CH3:33])[CH3:32])=[O:29])[CH2:24][CH2:23]1.C(=O)([O-])[O-].[K+].[K+].O. Product: [N+:16]([C:3]1[C:4]([C:12]([F:15])([F:14])[F:13])=[N:5][C:6]2[C:11]([C:2]=1[NH:19][CH2:20][CH2:21][CH:22]1[CH2:23][CH2:24][N:25]([C:28]([O:30][C:31]([CH3:34])([CH3:33])[CH3:32])=[O:29])[CH2:26][CH2:27]1)=[CH:10][CH:9]=[CH:8][CH:7]=2)([O-:18])=[O:17]. The catalyst class is: 9.